From a dataset of Catalyst prediction with 721,799 reactions and 888 catalyst types from USPTO. Predict which catalyst facilitates the given reaction. (1) Reactant: [NH2:1][C:2]1[C:3]([F:20])=[C:4]([C:9]2[N:14]=[C:13]([C:15]([O:17][CH3:18])=[O:16])[CH:12]=[CH:11][C:10]=2[F:19])[C:5]([F:8])=[CH:6][CH:7]=1.C(N(C(C)C)C(C)C)C.[C:30](Cl)(=[O:32])[CH3:31]. Product: [C:30]([NH:1][C:2]1[C:3]([F:20])=[C:4]([C:9]2[N:14]=[C:13]([C:15]([O:17][CH3:18])=[O:16])[CH:12]=[CH:11][C:10]=2[F:19])[C:5]([F:8])=[CH:6][CH:7]=1)(=[O:32])[CH3:31]. The catalyst class is: 49. (2) Reactant: [Cl:1][C:2]1[CH:8]=[CH:7][C:5]([NH2:6])=[CH:4][C:3]=1[F:9].[C:10](=O)(O)[O-:11].[Na+].ClC(Cl)(OC(=O)OC(Cl)(Cl)Cl)Cl. Product: [Cl:1][C:2]1[CH:8]=[CH:7][C:5]([N:6]=[C:10]=[O:11])=[CH:4][C:3]=1[F:9]. The catalyst class is: 4. (3) Reactant: [OH:1][C:2]1[CH:3]=[C:4]([CH:9]=[CH:10][C:11]=1[O:12][CH3:13])[C:5]([O:7]C)=[O:6].[CH:14](O)([CH3:16])[CH3:15].C1(P(C2C=CC=CC=2)C2C=CC=CC=2)C=CC=CC=1.N(C(OCC)=O)=NC(OCC)=O. Product: [CH:14]([O:1][C:2]1[CH:3]=[C:4]([CH:9]=[CH:10][C:11]=1[O:12][CH3:13])[C:5]([OH:7])=[O:6])([CH3:16])[CH3:15]. The catalyst class is: 13. (4) Reactant: C(OC([NH:8][NH:9][C:10](=[O:21])[CH:11]([NH:16][C:17]([O:19][CH3:20])=[O:18])[C:12]([CH3:15])([CH3:14])[CH3:13])=O)(C)(C)C.[ClH:22]. Product: [ClH:22].[CH3:20][O:19][C:17](=[O:18])[NH:16][CH:11]([C:10]([NH:9][NH2:8])=[O:21])[C:12]([CH3:15])([CH3:14])[CH3:13]. The catalyst class is: 12. (5) Reactant: [NH:1]1[CH:5]=[N:4][N:3]=[N:2]1.C(N(C(C)C)CC)(C)C.[CH2:15]([CH:17]1[O:19][CH2:18]1)[Cl:16]. Product: [N:1]1[N:2]([CH2:18][CH:17]([OH:19])[CH2:15][Cl:16])[N:3]=[N:4][CH:5]=1. The catalyst class is: 10. (6) Reactant: [C:1]([C:5]1[CH:18]=[CH:17][C:8]([CH2:9][NH:10][C:11](=[O:16])[CH2:12][C:13](=O)[CH3:14])=[CH:7][CH:6]=1)([CH3:4])([CH3:3])[CH3:2].[NH2:19][C:20]1[N:27]=[CH:26][C:25]([I:28])=[CH:24][C:21]=1[CH:22]=O.N1CCCCC1. Product: [C:1]([C:5]1[CH:18]=[CH:17][C:8]([CH2:9][NH:10][C:11]([C:12]2[C:13]([CH3:14])=[N:19][C:20]3[C:21]([CH:22]=2)=[CH:24][C:25]([I:28])=[CH:26][N:27]=3)=[O:16])=[CH:7][CH:6]=1)([CH3:4])([CH3:2])[CH3:3]. The catalyst class is: 5. (7) Reactant: Cl[C:2]1[C:3]2[S:20][C:19]([NH2:21])=[N:18][C:4]=2[N:5]=[C:6]([S:8][CH2:9][C:10]2[CH:15]=[CH:14][CH:13]=[C:12]([F:16])[C:11]=2[F:17])[N:7]=1.CCN(C(C)C)C(C)C.[NH2:31][C:32]([CH3:37])([CH3:36])[CH:33]([OH:35])O.[OH2:38]. Product: [NH2:21][C:19]1[S:20][C:3]2[C:2]([NH:31][C:32]([CH3:37])([CH2:33][OH:35])[CH2:36][OH:38])=[N:7][C:6]([S:8][CH2:9][C:10]3[CH:15]=[CH:14][CH:13]=[C:12]([F:16])[C:11]=3[F:17])=[N:5][C:4]=2[N:18]=1. The catalyst class is: 37. (8) Reactant: Br[C:2]1[C:11]([N:12]([CH:15]2[CH2:20][CH2:19][C:18]([F:22])([F:21])[CH2:17][CH2:16]2)[CH2:13][CH3:14])=[CH:10][CH:9]=[CH:8][C:3]=1[C:4]([O:6][CH3:7])=[O:5].[CH2:23]([Sn](CCCC)(CCCC)CCCC)[CH:24]=[CH2:25].[Cl-].[Li+].C(Cl)Cl.[F-].[Cs+]. Product: [CH2:25]([C:2]1[C:11]([N:12]([CH:15]2[CH2:20][CH2:19][C:18]([F:22])([F:21])[CH2:17][CH2:16]2)[CH2:13][CH3:14])=[CH:10][CH:9]=[CH:8][C:3]=1[C:4]([O:6][CH3:7])=[O:5])[CH:24]=[CH2:23]. The catalyst class is: 225.